This data is from Full USPTO retrosynthesis dataset with 1.9M reactions from patents (1976-2016). The task is: Predict the reactants needed to synthesize the given product. (1) Given the product [F:12][C:10]1[CH:9]=[C:8]2[C:3]([C:4](=[O:20])[NH:5][C:6]([C:13]3[CH:18]=[CH:17][N:16]=[C:15]([CH3:19])[CH:14]=3)=[N:7]2)=[C:2]([O:22][CH3:21])[CH:11]=1, predict the reactants needed to synthesize it. The reactants are: F[C:2]1[CH:11]=[C:10]([F:12])[CH:9]=[C:8]2[C:3]=1[C:4](=[O:20])[NH:5][C:6]([C:13]1[CH:18]=[CH:17][N:16]=[C:15]([CH3:19])[CH:14]=1)=[N:7]2.[CH3:21][O-:22].[Na+].CO.O. (2) Given the product [Cl:1][C:2]1[CH:3]=[C:4]([NH:9][C:10]2[C:19]3[C:14](=[CH:15][N:16]=[C:17]([NH:32][CH2:31][CH2:30][CH2:29][N:26]4[CH2:27][CH2:28][O:23][CH2:24][CH2:25]4)[CH:18]=3)[N:13]=[CH:12][C:11]=2[C:21]#[N:22])[CH:5]=[CH:6][C:7]=1[F:8], predict the reactants needed to synthesize it. The reactants are: [Cl:1][C:2]1[CH:3]=[C:4]([NH:9][C:10]2[C:19]3[C:14](=[CH:15][N:16]=[C:17](F)[CH:18]=3)[N:13]=[CH:12][C:11]=2[C:21]#[N:22])[CH:5]=[CH:6][C:7]=1[F:8].[O:23]1[CH2:28][CH2:27][N:26]([CH2:29][CH2:30][CH2:31][NH2:32])[CH2:25][CH2:24]1. (3) Given the product [CH3:39][O:40][CH2:41][CH2:42][N:43]1[CH2:48][CH2:47][N:46]([CH2:6][CH2:7][C:8]2[CH:13]=[CH:12][C:11]([NH:14][C:15]3[N:24]=[CH:23][C:22]4[CH2:21][CH:20]([C:25]5[CH:30]=[CH:29][CH:28]=[CH:27][C:26]=5[C:31]([F:33])([F:32])[F:34])[C:19]5[CH:35]=[CH:36][CH:37]=[CH:38][C:18]=5[C:17]=4[N:16]=3)=[CH:10][CH:9]=2)[CH2:45][CH2:44]1, predict the reactants needed to synthesize it. The reactants are: CS(O[CH2:6][CH2:7][C:8]1[CH:13]=[CH:12][C:11]([NH:14][C:15]2[N:24]=[CH:23][C:22]3[CH2:21][CH:20]([C:25]4[CH:30]=[CH:29][CH:28]=[CH:27][C:26]=4[C:31]([F:34])([F:33])[F:32])[C:19]4[CH:35]=[CH:36][CH:37]=[CH:38][C:18]=4[C:17]=3[N:16]=2)=[CH:10][CH:9]=1)(=O)=O.[CH3:39][O:40][CH2:41][CH2:42][N:43]1[CH2:48][CH2:47][NH:46][CH2:45][CH2:44]1. (4) Given the product [C:26]([O:25][C:23](=[O:24])[CH2:22][N:16]1[C:15]2[CH:30]=[CH:31][C:12]([N:11]3[C:3](=[O:2])[C:4]4[CH:9]=[CH:8][CH:7]=[CH:6][C:5]=4[S:10]3(=[O:33])=[O:32])=[CH:13][C:14]=2[N:18]=[C:17]1[CH2:19][CH2:20][CH3:21])([CH3:29])([CH3:28])[CH3:27], predict the reactants needed to synthesize it. The reactants are: C[O:2][C:3](=O)[C:4]1[CH:9]=[CH:8][CH:7]=[CH:6][C:5]=1[S:10](=[O:33])(=[O:32])[NH:11][C:12]1[CH:31]=[CH:30][C:15]2[N:16]([CH2:22][C:23]([O:25][C:26]([CH3:29])([CH3:28])[CH3:27])=[O:24])[C:17]([CH2:19][CH2:20][CH3:21])=[N:18][C:14]=2[CH:13]=1.CCN(CC)CC. (5) Given the product [Br:1][C:2]1[CH:3]=[C:4]([CH2:9][O:10][CH3:13])[C:5]([CH3:8])=[N:6][CH:7]=1, predict the reactants needed to synthesize it. The reactants are: [Br:1][C:2]1[CH:3]=[C:4]([CH2:9][OH:10])[C:5]([CH3:8])=[N:6][CH:7]=1.[H-].[Na+].[CH2:13]1COCC1. (6) Given the product [C:1]([NH:12][S:9]([Cl:8])(=[O:11])=[O:10])(=[O:7])[CH2:2][CH2:3][CH2:4][CH3:5], predict the reactants needed to synthesize it. The reactants are: [C:1]([OH:7])(=O)[CH2:2][CH2:3][CH2:4][CH3:5].[Cl:8][S:9]([N:12]=C=O)(=[O:11])=[O:10]. (7) Given the product [Cl:1][C:2]1[CH:3]=[C:4]([C:11]2[CH:12]=[C:13]3[C:18](=[CH:19][CH:20]=2)[N:17]=[CH:16][C:15]([C:21]([CH:23]2[CH2:24][CH2:25]2)=[O:22])=[C:14]3[NH:26][C@H:27]2[CH2:32][CH2:31][C@H:30]([NH:33][CH3:34])[CH2:29][CH2:28]2)[CH:5]=[C:6]([O:9][CH3:10])[C:7]=1[OH:8], predict the reactants needed to synthesize it. The reactants are: [Cl:1][C:2]1[CH:3]=[C:4]([C:11]2[CH:12]=[C:13]3[C:18](=[CH:19][CH:20]=2)[N:17]=[CH:16][C:15]([C:21]([CH:23]2[CH2:25][CH2:24]2)=[O:22])=[C:14]3[NH:26][C@H:27]2[CH2:32][CH2:31][C@H:30]([N:33](C)[C:34](=O)OC(C)(C)C)[CH2:29][CH2:28]2)[CH:5]=[C:6]([O:9][CH3:10])[C:7]=1[OH:8].C(O)(C(F)(F)F)=O. (8) Given the product [C:20]([C:24]1[S:31][C:30]2[C:29](=[O:32])[N:28]([C:33]3[C:34]([CH3:48])=[C:35]([C:2]4[CH:3]=[C:4]([NH:9][C:10]5[CH:19]=[C:13]6[CH2:14][N:15]([CH3:18])[CH2:16][CH2:17][N:12]6[N:11]=5)[C:5](=[O:8])[NH:6][N:7]=4)[CH:36]=[CH:37][CH:38]=3)[CH2:27][C:26]=2[CH:25]=1)([CH3:23])([CH3:21])[CH3:22], predict the reactants needed to synthesize it. The reactants are: Cl[C:2]1[CH:3]=[C:4]([NH:9][C:10]2[CH:19]=[C:13]3[CH2:14][N:15]([CH3:18])[CH2:16][CH2:17][N:12]3[N:11]=2)[C:5](=[O:8])[NH:6][N:7]=1.[C:20]([C:24]1[S:31][C:30]2[C:29](=[O:32])[N:28]([C:33]3[CH:38]=[CH:37][CH:36]=[C:35](B4OC(C)(C)C(C)(C)O4)[C:34]=3[CH3:48])[CH2:27][C:26]=2[CH:25]=1)([CH3:23])([CH3:22])[CH3:21].O1CCOCC1.C(=O)([O-])[O-].[Na+].[Na+].